From a dataset of Peptide-MHC class II binding affinity with 134,281 pairs from IEDB. Regression. Given a peptide amino acid sequence and an MHC pseudo amino acid sequence, predict their binding affinity value. This is MHC class II binding data. (1) The peptide sequence is AAATAGTGVYGAFAA. The MHC is HLA-DQA10501-DQB10301 with pseudo-sequence HLA-DQA10501-DQB10301. The binding affinity (normalized) is 0.703. (2) The peptide sequence is QKWDATATELNNALQ. The MHC is DRB1_1101 with pseudo-sequence DRB1_1101. The binding affinity (normalized) is 0.0717. (3) The peptide sequence is ITLVDICFWSTIFFT. The MHC is DRB1_0101 with pseudo-sequence DRB1_0101. The binding affinity (normalized) is 0.0393. (4) The peptide sequence is EKKIFAATQFEPLAA. The MHC is DRB1_1001 with pseudo-sequence DRB1_1001. The binding affinity (normalized) is 0.434. (5) The peptide sequence is EKKYKAATQFEPLAA. The MHC is HLA-DPA10103-DPB10401 with pseudo-sequence HLA-DPA10103-DPB10401. The binding affinity (normalized) is 0.539. (6) The peptide sequence is RICCEPKKTTNAEFT. The MHC is DRB1_1501 with pseudo-sequence DRB1_1501. The binding affinity (normalized) is 0.338.